From a dataset of Forward reaction prediction with 1.9M reactions from USPTO patents (1976-2016). Predict the product of the given reaction. (1) Given the reactants CN([CH:4]=[O:5])C.[CH2:6]([OH:8])[CH3:7].Br[C:10]1[CH:15]=[CH:14][C:13]([O:16][CH:17]([F:19])[F:18])=[CH:12][N:11]=1.C(N(CC)CC)C, predict the reaction product. The product is: [CH2:6]([O:8][C:4]([C:10]1[CH:15]=[CH:14][C:13]([O:16][CH:17]([F:19])[F:18])=[CH:12][N:11]=1)=[O:5])[CH3:7]. (2) Given the reactants C(OC(=O)[NH:7][C@@H:8]1[CH2:17][C@H:11]2[CH2:12][N:13]([C:15]#[N:16])[CH2:14][C@@:10]2([C:18]([N:20]2[CH2:29][CH2:28][C:27]3[C:22](=[CH:23][C:24]([C:30]([F:33])([F:32])[F:31])=[CH:25][CH:26]=3)[CH2:21]2)=[O:19])[CH2:9]1)(C)(C)C.C(O)(C(F)(F)F)=[O:36], predict the reaction product. The product is: [NH2:7][C@@H:8]1[CH2:17][C@H:11]2[CH2:12][N:13]([C:15]([NH2:16])=[O:36])[CH2:14][C@@:10]2([C:18]([N:20]2[CH2:29][CH2:28][C:27]3[C:22](=[CH:23][C:24]([C:30]([F:32])([F:31])[F:33])=[CH:25][CH:26]=3)[CH2:21]2)=[O:19])[CH2:9]1.